Predict the product of the given reaction. From a dataset of Forward reaction prediction with 1.9M reactions from USPTO patents (1976-2016). (1) The product is: [F:12][C:13]1[CH:21]=[CH:20][CH:19]=[C:18]([NH:22][C:23]2[N:28]=[C:27]([NH:29][C:30]3[CH:38]=[C:37]4[C:33]([CH2:34][CH2:35][NH:36]4)=[CH:32][C:31]=3[O:49][CH3:50])[NH:26][C:25]3=[N:51][CH:52]=[CH:53][C:24]=23)[C:14]=1[C:15]([NH2:17])=[O:16]. Given the reactants C1C2C(=CC=CC=2)C=CC=1.[Na].[F:12][C:13]1[CH:21]=[CH:20][CH:19]=[C:18]([NH:22][C:23]2[C:24]3[CH:53]=[CH:52][N:51](S(C4C=CC(C)=CC=4)(=O)=O)[C:25]=3[N:26]=[C:27]([NH:29][C:30]3[CH:38]=[C:37]4[C:33]([CH2:34][CH2:35][N:36]4S(C4C=CC(C)=CC=4)(=O)=O)=[CH:32][C:31]=3[O:49][CH3:50])[N:28]=2)[C:14]=1[C:15]([NH2:17])=[O:16].O, predict the reaction product. (2) The product is: [F:21][C:22]([F:26])([F:25])[CH2:23][NH:24][S:17]([C:15]1[CH:14]=[CH:13][C:11]2[N:12]=[C:8]([C:3]3[C:4]([CH3:7])=[N:5][NH:6][C:2]=3[NH2:1])[S:9][C:10]=2[CH:16]=1)(=[O:19])=[O:18]. Given the reactants [NH2:1][C:2]1[NH:6][N:5]=[C:4]([CH3:7])[C:3]=1[C:8]1[S:9][C:10]2[CH:16]=[C:15]([S:17](Cl)(=[O:19])=[O:18])[CH:14]=[CH:13][C:11]=2[N:12]=1.[F:21][C:22]([F:26])([F:25])[CH2:23][NH2:24].CN1CCOCC1, predict the reaction product.